Dataset: Catalyst prediction with 721,799 reactions and 888 catalyst types from USPTO. Task: Predict which catalyst facilitates the given reaction. (1) Reactant: [CH3:1][C@H:2]1[C@@:41]2([OH:43])[O:42][C@H:5]([CH2:6][C@H:7]([O:72][CH3:73])[C:8]([CH3:71])=[CH:9][CH:10]=[CH:11][CH:12]=[CH:13][C@@H:14]([CH3:70])[CH2:15][C@@H:16]([CH3:69])[C:17]([C@H:19]([O:67][CH3:68])[C@H:20]([OH:66])[C:21]([CH3:65])=[CH:22][C@@H:23]([CH3:64])[C:24]([CH2:26][C@@H:27]([C@@H:44]([CH2:46][C@H:47]3[CH2:52][C@@H:51]([O:53][CH3:54])[C@H:50]([O:55][C:56]([C:58]([CH2:62][OH:63])([CH2:60][OH:61])[CH3:59])=[O:57])[CH2:49][CH2:48]3)[CH3:45])[O:28][C:29]([C@H:31]3[N:36]([C:37]([C:39]2=[O:40])=[O:38])[CH2:35][CH2:34][CH2:33][CH2:32]3)=[O:30])=[O:25])=[O:18])[CH2:4][CH2:3]1.B([O-])[O-].CC(O)(CC(O)C)C. Product: [CH3:1][C@H:2]1[C@@:41]2([OH:43])[O:42][C@H:5]([CH2:6][C@H:7]([O:72][CH3:73])[C:8]([CH3:71])=[CH:9][CH:10]=[CH:11][CH:12]=[CH:13][C@@H:14]([CH3:70])[CH2:15][C@@H:16]([CH3:69])[C:17]([C@H:19]([O:67][CH3:68])[C@H:20]([OH:66])[C:21]([CH3:65])=[CH:22][C@@H:23]([CH3:64])[C:24]([CH2:26][C@@H:27]([C@@H:44]([CH2:46][C@H:47]3[CH2:52][C@@H:51]([O:53][CH3:54])[C@H:50]([O:55][C:56]([C:58]([CH2:60][OH:61])([CH2:62][OH:63])[CH3:59])=[O:57])[CH2:49][CH2:48]3)[CH3:45])[O:28][C:29]([C@H:31]3[N:36]([C:37]([C:39]2=[O:40])=[O:38])[CH2:35][CH2:34][CH2:33][CH2:32]3)=[O:30])=[O:25])=[O:18])[CH2:4][CH2:3]1. The catalyst class is: 28. (2) Reactant: [O:1]=[C:2]1[CH:11]([NH:12][C:13](=[O:15])[CH3:14])[CH2:10][C:9]2[C:4](=[CH:5][CH:6]=[CH:7][CH:8]=2)[NH:3]1.C(N)(=O)C.C([O-])(=O)C.[Na+].[Br:25]Br. Product: [Br:25][C:7]1[CH:8]=[C:9]2[C:4](=[CH:5][CH:6]=1)[NH:3][C:2](=[O:1])[CH:11]([NH:12][C:13](=[O:15])[CH3:14])[CH2:10]2. The catalyst class is: 86.